Predict which catalyst facilitates the given reaction. From a dataset of Catalyst prediction with 721,799 reactions and 888 catalyst types from USPTO. (1) Reactant: [CH3:1][C:2]1[N+:3]([O-])=[C:4]([C:8]2[CH:13]=[CH:12][C:11]([CH:14]([CH3:16])[CH3:15])=[CH:10][CH:9]=2)[O:5][C:6]=1[CH3:7].P(Cl)(Cl)([Cl:20])=O.N. Product: [Cl:20][CH2:1][C:2]1[N:3]=[C:4]([C:8]2[CH:13]=[CH:12][C:11]([CH:14]([CH3:16])[CH3:15])=[CH:10][CH:9]=2)[O:5][C:6]=1[CH3:7]. The catalyst class is: 22. (2) Reactant: [CH2:1]([O:8][C@H:9]1[C@H:14]([O:15][CH2:16][C:17]2[CH:22]=[CH:21][CH:20]=[CH:19][CH:18]=2)[C@@H:13]([O:23][CH2:24][C:25]2[CH:30]=[CH:29][CH:28]=[CH:27][CH:26]=2)[C@H:12]([C:31]2[CH:36]=[CH:35][C:34]([Cl:37])=[C:33]([CH2:38][C:39]3[S:40][C:41]([C:44]4[O:45][CH:46]=[CH:47][CH:48]=4)=[CH:42][N:43]=3)[CH:32]=2)[O:11][C@@H:10]1[CH2:49][OH:50])[C:2]1[CH:7]=[CH:6][CH:5]=[CH:4][CH:3]=1.CC(OI1(OC(C)=O)(OC(C)=O)OC(=O)C2C=CC=CC1=2)=O. Product: [CH2:1]([O:8][C@H:9]1[C@H:14]([O:15][CH2:16][C:17]2[CH:18]=[CH:19][CH:20]=[CH:21][CH:22]=2)[C@@H:13]([O:23][CH2:24][C:25]2[CH:30]=[CH:29][CH:28]=[CH:27][CH:26]=2)[C@H:12]([C:31]2[CH:36]=[CH:35][C:34]([Cl:37])=[C:33]([CH2:38][C:39]3[S:40][C:41]([C:44]4[O:45][CH:46]=[CH:47][CH:48]=4)=[CH:42][N:43]=3)[CH:32]=2)[O:11][C@@H:10]1[CH:49]=[O:50])[C:2]1[CH:3]=[CH:4][CH:5]=[CH:6][CH:7]=1. The catalyst class is: 2. (3) The catalyst class is: 11. Reactant: [C:1]([C:5]1[CH:6]=[C:7]([C:11]2([NH:18][C:19](=[O:25])[O:20][C:21]([CH3:24])([CH3:23])[CH3:22])[CH2:16][CH2:15][C:14](=[O:17])[CH2:13][CH2:12]2)[CH:8]=[CH:9][CH:10]=1)([CH3:4])([CH3:3])[CH3:2].C(O[CH:31](N(C)C)[N:32]([CH3:34])[CH3:33])(C)(C)C. Product: [C:1]([C:5]1[CH:6]=[C:7]([C:11]2([NH:18][C:19](=[O:25])[O:20][C:21]([CH3:24])([CH3:23])[CH3:22])[CH2:16][CH2:15][C:14](=[O:17])/[C:13](=[CH:31]/[N:32]([CH3:34])[CH3:33])/[CH2:12]2)[CH:8]=[CH:9][CH:10]=1)([CH3:4])([CH3:2])[CH3:3]. (4) Reactant: C1(P(C2C=CC=CC=2)C2C=CC=CC=2)C=CC=CC=1.[Br:20][C:21]1[CH:22]=[C:23]2[C:27](=[CH:28][CH:29]=1)[NH:26][CH:25]=[C:24]2[CH2:30][CH2:31]O.C(Br)(Br)(Br)[Br:34]. Product: [Br:20][C:21]1[CH:22]=[C:23]2[C:27](=[CH:28][CH:29]=1)[NH:26][CH:25]=[C:24]2[CH2:30][CH2:31][Br:34]. The catalyst class is: 4.